From a dataset of Catalyst prediction with 721,799 reactions and 888 catalyst types from USPTO. Predict which catalyst facilitates the given reaction. (1) Reactant: [Br-].[N:2]1([NH:11][C:12]([C:14]2[CH:15]=[N+:16]([CH2:20][CH2:21][CH2:22][CH2:23][N:24]3[CH2:29][CH2:28][N:27]([CH3:30])[CH2:26][CH2:25]3)[CH:17]=[CH:18][CH:19]=2)=[O:13])[C:10]2[C:5](=[CH:6][CH:7]=[CH:8][CH:9]=2)[CH:4]=[CH:3]1. Product: [N:2]1([NH:11][C:12]([C:14]2[CH2:19][CH2:18][CH2:17][N:16]([CH2:20][CH2:21][CH2:22][CH2:23][N:24]3[CH2:29][CH2:28][N:27]([CH3:30])[CH2:26][CH2:25]3)[CH:15]=2)=[O:13])[C:10]2[C:5](=[CH:6][CH:7]=[CH:8][CH:9]=2)[CH:4]=[CH:3]1. The catalyst class is: 604. (2) Reactant: [CH3:1][C:2]1([CH3:14])[C:6]([CH3:8])([CH3:7])[O:5][B:4]([C:9]2[CH:10]=[N:11][NH:12][CH:13]=2)[O:3]1.Cl[CH2:16][C:17]1[CH:22]=[CH:21][C:20]([O:23][CH3:24])=[CH:19][CH:18]=1.C([O-])([O-])=O.[K+].[K+].O. Product: [CH3:24][O:23][C:20]1[CH:21]=[CH:22][C:17]([CH2:16][N:12]2[CH:13]=[C:9]([B:4]3[O:5][C:6]([CH3:7])([CH3:8])[C:2]([CH3:14])([CH3:1])[O:3]3)[CH:10]=[N:11]2)=[CH:18][CH:19]=1. The catalyst class is: 10. (3) Reactant: Br.[OH:2][C:3]1[CH:4]=[N:5][C:6]2[CH:7]=[CH:8][N:9]([CH:14]([CH3:18])[C:15]([OH:17])=[O:16])[C:10](=[O:13])[C:11]=2[CH:12]=1.C(=O)([O-])[O-].[Cs+].[Cs+].FC(F)(F)S(O[CH2:31][C:32]([F:35])([F:34])[F:33])(=O)=O.CN(C)C=O.[ClH:43]. Product: [ClH:43].[O:13]=[C:10]1[N:9]([CH:14]([CH3:18])[C:15]([OH:17])=[O:16])[CH:8]=[CH:7][C:6]2[N:5]=[CH:4][C:3]([O:2][CH2:31][C:32]([F:35])([F:34])[F:33])=[CH:12][C:11]1=2. The catalyst class is: 25.